From a dataset of NCI-60 drug combinations with 297,098 pairs across 59 cell lines. Regression. Given two drug SMILES strings and cell line genomic features, predict the synergy score measuring deviation from expected non-interaction effect. Cell line: UO-31. Drug 2: CC1=C(N=C(N=C1N)C(CC(=O)N)NCC(C(=O)N)N)C(=O)NC(C(C2=CN=CN2)OC3C(C(C(C(O3)CO)O)O)OC4C(C(C(C(O4)CO)O)OC(=O)N)O)C(=O)NC(C)C(C(C)C(=O)NC(C(C)O)C(=O)NCCC5=NC(=CS5)C6=NC(=CS6)C(=O)NCCC[S+](C)C)O. Drug 1: C1CN1C2=NC(=NC(=N2)N3CC3)N4CC4. Synergy scores: CSS=27.0, Synergy_ZIP=-11.0, Synergy_Bliss=-5.33, Synergy_Loewe=-8.37, Synergy_HSA=-0.123.